Dataset: Forward reaction prediction with 1.9M reactions from USPTO patents (1976-2016). Task: Predict the product of the given reaction. Given the reactants [Cl:1][C:2]1[CH:19]=[CH:18][C:5]([CH2:6][N:7]2[C:15]3[C:10](=[CH:11][C:12]([CH:16]=O)=[CH:13][CH:14]=3)[CH:9]=[N:8]2)=[C:4]([C:20]([F:23])([F:22])[F:21])[CH:3]=1.N1C2C(=CC(C=O)=CC=2)C=N1.[S:35]=[C:36]1[NH:40][C:39](=[O:41])[CH2:38][S:37]1, predict the reaction product. The product is: [Cl:1][C:2]1[CH:19]=[CH:18][C:5]([CH2:6][N:7]2[C:15]3[C:10](=[CH:11][C:12]([CH:16]=[C:38]4[S:37][C:36](=[S:35])[NH:40][C:39]4=[O:41])=[CH:13][CH:14]=3)[CH:9]=[N:8]2)=[C:4]([C:20]([F:21])([F:23])[F:22])[CH:3]=1.